Dataset: Catalyst prediction with 721,799 reactions and 888 catalyst types from USPTO. Task: Predict which catalyst facilitates the given reaction. (1) Reactant: N#N.[F:3][C:4]1[CH:5]=[C:6]([C:10]2[O:14][C:13]([CH3:15])=[N:12][C:11]=2[C:16]([OH:18])=O)[CH:7]=[CH:8][CH:9]=1.C1C=CC2N(O)N=NC=2C=1.C(Cl)CCl.[C:33]([Si:37]([CH3:54])([CH3:53])[O:38][CH:39]([C:41]1[O:42][C:43]([CH2:46][N:47]2[N:51]=[C:50]([NH2:52])[CH:49]=[N:48]2)=[CH:44][N:45]=1)[CH3:40])([CH3:36])([CH3:35])[CH3:34]. Product: [C:33]([Si:37]([CH3:54])([CH3:53])[O:38][CH:39]([C:41]1[O:42][C:43]([CH2:46][N:47]2[N:51]=[C:50]([NH:52][C:16]([C:11]3[N:12]=[C:13]([CH3:15])[O:14][C:10]=3[C:6]3[CH:7]=[CH:8][CH:9]=[C:4]([F:3])[CH:5]=3)=[O:18])[CH:49]=[N:48]2)=[CH:44][N:45]=1)[CH3:40])([CH3:36])([CH3:35])[CH3:34]. The catalyst class is: 808. (2) Reactant: Cl[C:2]1[N:7]=[C:6]([C:8]2[S:12][C:11]([CH:13]([CH3:15])[CH3:14])=[N:10][C:9]=2[C:16]2[CH:17]=[CH:18][C:19]([F:33])=[C:20]([NH:22][S:23]([C:26]3[CH:31]=[CH:30][CH:29]=[C:28]([F:32])[CH:27]=3)(=[O:25])=[O:24])[CH:21]=2)[CH:5]=[CH:4][N:3]=1.[NH3:34]. Product: [NH2:34][C:2]1[N:7]=[C:6]([C:8]2[S:12][C:11]([CH:13]([CH3:15])[CH3:14])=[N:10][C:9]=2[C:16]2[CH:17]=[CH:18][C:19]([F:33])=[C:20]([NH:22][S:23]([C:26]3[CH:31]=[CH:30][CH:29]=[C:28]([F:32])[CH:27]=3)(=[O:25])=[O:24])[CH:21]=2)[CH:5]=[CH:4][N:3]=1. The catalyst class is: 5. (3) Reactant: [CH2:1]([O:3][C:4]([C:6]1[S:10][C:9]2[CH:11]=[CH:12][C:13]([C:15]([CH2:26][CH3:27])([C:18]3[CH:23]=[CH:22][C:21]([OH:24])=[C:20]([CH3:25])[CH:19]=3)[CH2:16][CH3:17])=[CH:14][C:8]=2[CH:7]=1)=[O:5])[CH3:2].Br[CH2:29][C:30](=[O:35])[C:31]([CH3:34])([CH3:33])[CH3:32].C([O-])([O-])=O.[K+].[K+]. Product: [CH2:1]([O:3][C:4]([C:6]1[S:10][C:9]2[CH:11]=[CH:12][C:13]([C:15]([C:18]3[CH:23]=[CH:22][C:21]([O:24][CH2:29][C:30](=[O:35])[C:31]([CH3:34])([CH3:33])[CH3:32])=[C:20]([CH3:25])[CH:19]=3)([CH2:26][CH3:27])[CH2:16][CH3:17])=[CH:14][C:8]=2[CH:7]=1)=[O:5])[CH3:2]. The catalyst class is: 21. (4) The catalyst class is: 35. Product: [Cl:20][CH2:21][C:22]([N:9]1[C:10]2[C:6](=[CH:5][C:4]([N+:1]([O-:3])=[O:2])=[CH:12][CH:11]=2)[CH2:7][CH2:8]1)=[O:23]. Reactant: [N+:1]([C:4]1[CH:5]=[C:6]2[C:10](=[CH:11][CH:12]=1)[NH:9][CH2:8][CH2:7]2)([O-:3])=[O:2].C(N(CC)CC)C.[Cl:20][CH2:21][C:22](Cl)=[O:23].C(OCC)(=O)C. (5) Reactant: [CH2:1]([C:3]([C:21]1[CH:43]=[CH:42][C:24]([O:25][CH2:26][CH2:27][CH2:28][CH2:29][CH2:30][N:31]2C(=O)C3C(=CC=CC=3)C2=O)=[C:23]([CH3:44])[CH:22]=1)([C:6]1[CH:11]=[CH:10][C:9]([C:12]#[C:13][C:14]([CH2:18][CH3:19])([OH:17])[CH2:15][CH3:16])=[C:8]([CH3:20])[CH:7]=1)[CH2:4][CH3:5])[CH3:2].CN. Product: [NH2:31][CH2:30][CH2:29][CH2:28][CH2:27][CH2:26][O:25][C:24]1[CH:42]=[CH:43][C:21]([C:3]([C:6]2[CH:11]=[CH:10][C:9]([C:12]#[C:13][C:14]([CH2:15][CH3:16])([OH:17])[CH2:18][CH3:19])=[C:8]([CH3:20])[CH:7]=2)([CH2:4][CH3:5])[CH2:1][CH3:2])=[CH:22][C:23]=1[CH3:44]. The catalyst class is: 14. (6) Reactant: [F:1][C:2]1[CH:7]=[CH:6][C:5]([C:8]2[O:20][C:11]3[CH:12]=[CH:13][C:14]4[O:18][CH:17]([CH3:19])[CH2:16][C:15]=4[C:10]=3[C:9]=2[C:21]([NH:23][CH3:24])=[O:22])=[CH:4][CH:3]=1.[N+:25]([O-])([OH:27])=[O:26]. Product: [F:1][C:2]1[CH:7]=[CH:6][C:5]([C:8]2[O:20][C:11]3[CH:12]=[C:13]([N+:25]([O-:27])=[O:26])[C:14]4[O:18][CH:17]([CH3:19])[CH2:16][C:15]=4[C:10]=3[C:9]=2[C:21]([NH:23][CH3:24])=[O:22])=[CH:4][CH:3]=1. The catalyst class is: 22. (7) Reactant: [Si:1]([O:8][CH2:9][CH2:10][NH:11][C:12]1[CH:17]=[CH:16][C:15]([I:18])=[C:14]([Cl:19])[CH:13]=1)([C:4]([CH3:7])([CH3:6])[CH3:5])([CH3:3])[CH3:2].[Cl:20][C:21]1[C:26]([C:27](Cl)=[O:28])=[C:25]([Cl:30])[N:24]=[CH:23][N:22]=1.CCN(C(C)C)C(C)C.O. Product: [Si:1]([O:8][CH2:9][CH2:10][N:11]([C:12]1[CH:17]=[CH:16][C:15]([I:18])=[C:14]([Cl:19])[CH:13]=1)[C:27]([C:26]1[C:21]([Cl:20])=[N:22][CH:23]=[N:24][C:25]=1[Cl:30])=[O:28])([C:4]([CH3:7])([CH3:6])[CH3:5])([CH3:3])[CH3:2]. The catalyst class is: 1.